Task: Predict the product of the given reaction.. Dataset: Forward reaction prediction with 1.9M reactions from USPTO patents (1976-2016) (1) Given the reactants [NH2:1][C@@H:2]([CH2:6][C:7]1[CH:12]=[CH:11][C:10]([CH3:13])=[CH:9][CH:8]=1)[C:3]([OH:5])=[O:4].[C:14]([OH:20])([C:16]([F:19])([F:18])[F:17])=[O:15], predict the reaction product. The product is: [C:14]([OH:20])([C:16]([F:19])([F:18])[F:17])=[O:15].[NH2:1][C@@H:2]([CH2:6][CH:7]1[CH2:8][CH2:9][CH:10]([CH3:13])[CH2:11][CH2:12]1)[C:3]([OH:5])=[O:4]. (2) Given the reactants [CH3:1][O:2][C:3]1[C:14]([O:15][CH3:16])=[CH:13][C:12]2=[C:17]3[C:4]=1[CH2:5][CH:6](O)[N:7]([C:18]1[CH:23]=[CH:22][C:21]([Cl:24])=[CH:20][CH:19]=1)[C:8]3=[N:9][CH:10]=[N:11]2.C(N(CC)CC)C.CS(Cl)(=O)=O, predict the reaction product. The product is: [Cl:24][C:21]1[CH:22]=[CH:23][C:18]([N:7]2[CH:6]=[CH:5][C:4]3[C:17]4[C:8]2=[N:9][CH:10]=[N:11][C:12]=4[CH:13]=[C:14]([O:15][CH3:16])[C:3]=3[O:2][CH3:1])=[CH:19][CH:20]=1. (3) Given the reactants [CH3:1][C:2](=[N:4][OH:5])[CH3:3].[CH3:6][S:7]([O:10][C:11]1[CH:16]=[CH:15][CH:14]=[CH:13][C:12]=1[CH:17]1[O:21][N:20]=[C:19]([C:22]2[N:23]=[C:24]([CH:27]3[CH2:32][CH2:31][N:30]([C:33](=[O:36])[CH2:34]Cl)[CH2:29][CH2:28]3)[S:25][CH:26]=2)[CH2:18]1)(=[O:9])=[O:8].C(=O)([O-])[O-].[Cs+].[Cs+], predict the reaction product. The product is: [CH3:6][S:7]([O:10][C:11]1[CH:16]=[CH:15][CH:14]=[CH:13][C:12]=1[CH:17]1[O:21][N:20]=[C:19]([C:22]2[N:23]=[C:24]([CH:27]3[CH2:32][CH2:31][N:30]([C:33](=[O:36])[CH2:34][O:5][N:4]=[C:2]([CH3:3])[CH3:1])[CH2:29][CH2:28]3)[S:25][CH:26]=2)[CH2:18]1)(=[O:9])=[O:8].